Task: Predict the reactants needed to synthesize the given product.. Dataset: Full USPTO retrosynthesis dataset with 1.9M reactions from patents (1976-2016) (1) Given the product [Br:12][C:10]1[CH:11]=[C:2]([NH:1][CH:18]2[CH2:19][CH2:20][N:15]([CH3:14])[CH2:16][CH2:17]2)[C:3]([CH3:13])=[C:4]([CH:9]=1)[C:5]([O:7][CH3:8])=[O:6], predict the reactants needed to synthesize it. The reactants are: [NH2:1][C:2]1[C:3]([CH3:13])=[C:4]([CH:9]=[C:10]([Br:12])[CH:11]=1)[C:5]([O:7][CH3:8])=[O:6].[CH3:14][N:15]1[CH2:20][CH2:19][C:18](=O)[CH2:17][CH2:16]1.C(O)(=O)C.C([BH3-])#N.[Na+]. (2) Given the product [Br:2][C:3]1[CH:4]=[CH:5][C:6]2[C:7]3[N:15]([CH2:16][CH2:17][CH2:18][CH:19]=[O:20])[C:14]([CH2:24][CH2:25][CH3:26])=[N:13][C:8]=3[CH:9]=[N:10][C:11]=2[CH:12]=1, predict the reactants needed to synthesize it. The reactants are: Cl.[Br:2][C:3]1[CH:4]=[CH:5][C:6]2[C:7]3[N:15]([CH2:16][CH2:17][CH2:18][CH:19](OC)[O:20]C)[C:14]([CH2:24][CH2:25][CH3:26])=[N:13][C:8]=3[CH:9]=[N:10][C:11]=2[CH:12]=1. (3) Given the product [F:13][C:14]([F:27])([F:26])[S:15]([O:1][C:2]1[CH:11]=[CH:10][C:9]2[C:8](=[O:12])[CH2:7][CH2:6][CH2:5][C:4]=2[CH:3]=1)(=[O:17])=[O:16], predict the reactants needed to synthesize it. The reactants are: [OH:1][C:2]1[CH:3]=[C:4]2[C:9](=[CH:10][CH:11]=1)[C:8](=[O:12])[CH2:7][CH2:6][CH2:5]2.[F:13][C:14]([F:27])([F:26])[S:15](O[S:15]([C:14]([F:27])([F:26])[F:13])(=[O:17])=[O:16])(=[O:17])=[O:16].Cl. (4) Given the product [CH:11]([N:1]1[C:9]2[C:4](=[CH:5][CH:6]=[N:7][CH:8]=2)[CH:3]=[CH:2]1)([CH3:13])[CH3:12], predict the reactants needed to synthesize it. The reactants are: [NH:1]1[C:9]2[C:4](=[CH:5][CH:6]=[N:7][CH:8]=2)[CH:3]=[CH:2]1.I[CH:11]([CH3:13])[CH3:12]. (5) Given the product [CH2:1]([O:8][C:9]1[CH:14]=[CH:13][N:12]([C:15]2[C:16]([F:29])=[CH:17][C:18]3[C:19]4[CH2:28][N:27]([CH3:35])[CH2:26][CH2:25][C:20]=4[N:21]([CH3:24])[C:22]=3[CH:23]=2)[C:11](=[O:30])[CH:10]=1)[C:2]1[CH:7]=[CH:6][CH:5]=[CH:4][CH:3]=1, predict the reactants needed to synthesize it. The reactants are: [CH2:1]([O:8][C:9]1[CH:14]=[CH:13][N:12]([C:15]2[C:16]([F:29])=[CH:17][C:18]3[C:19]4[CH2:28][NH:27][CH2:26][CH2:25][C:20]=4[N:21]([CH3:24])[C:22]=3[CH:23]=2)[C:11](=[O:30])[CH:10]=1)[C:2]1[CH:7]=[CH:6][CH:5]=[CH:4][CH:3]=1.C=O.[BH-](OC(C)=O)(OC(C)=O)O[C:35](C)=O.[Na+]. (6) Given the product [Cl:1][C:2]1[CH:3]=[CH:4][C:5]2[N:6]([CH:10]=[CH:11][N:8]=2)[N:7]=1, predict the reactants needed to synthesize it. The reactants are: [Cl:1][CH:2]1[NH:7][NH:6][CH:5]([NH2:8])[CH2:4][CH2:3]1.Br[CH2:10][CH:11](OC)OC.Br.